Dataset: Reaction yield outcomes from USPTO patents with 853,638 reactions. Task: Predict the reaction yield, written as a fraction of the theoretical maximum amount of product (1.0 means a 100% yield; for example, 0.34 means a 34% yield). (1) The reactants are [Cl:1][C:2]1[C:7]([N:8]2[CH2:17][C:16]3[C:11](=[N:12][C:13](SC)=[N:14][CH:15]=3)[N:10]([CH2:20][CH3:21])[C:9]2=[O:22])=[CH:6][C:5]([NH:23][C:24]([NH:26][C:27]2[CH:32]=[CH:31][CH:30]=[C:29]([C:33]([F:36])([F:35])[F:34])[CH:28]=2)=[O:25])=[C:4]([F:37])[CH:3]=1.C1C=C(Cl)C=C(C(OO)=O)C=1.[CH3:49][NH2:50]. No catalyst specified. The product is [Cl:1][C:2]1[C:7]([N:8]2[CH2:17][C:16]3[C:11](=[N:12][C:13]([NH:50][CH3:49])=[N:14][CH:15]=3)[N:10]([CH2:20][CH3:21])[C:9]2=[O:22])=[CH:6][C:5]([NH:23][C:24]([NH:26][C:27]2[CH:32]=[CH:31][CH:30]=[C:29]([C:33]([F:36])([F:35])[F:34])[CH:28]=2)=[O:25])=[C:4]([F:37])[CH:3]=1. The yield is 0.880. (2) The reactants are [F:1][C:2]([F:15])([F:14])[C:3]([NH:5][C:6]1[CH:11]=[CH:10][C:9]([O:12][CH3:13])=[CH:8][CH:7]=1)=O.P(Cl)(Cl)([Cl:18])=O.C(N(CC)CC)C.C(#N)C. The product is [CH3:13][O:12][C:9]1[CH:10]=[CH:11][C:6]([N:5]=[C:3]([Cl:18])[C:2]([F:15])([F:14])[F:1])=[CH:7][CH:8]=1. The yield is 0.834. The catalyst is C(OCC)(=O)C. (3) The reactants are [F:1][C:2]1[CH:3]=[C:4]([C@H:10]2[CH2:14][CH2:13][CH2:12][N:11]2[C:15]2[CH:20]=[CH:19][N:18]3[N:21]=[CH:22][C:23]([C:24]([O:26][CH2:27][CH2:28][Cl:29])=[O:25])=[C:17]3[N:16]=2)[C:5]([O:8]C)=[N:6][CH:7]=1.Cl. No catalyst specified. The product is [F:1][C:2]1[CH:3]=[C:4]([C@H:10]2[CH2:14][CH2:13][CH2:12][N:11]2[C:15]2[CH:20]=[CH:19][N:18]3[N:21]=[CH:22][C:23]([C:24]([O:26][CH2:27][CH2:28][Cl:29])=[O:25])=[C:17]3[N:16]=2)[C:5](=[O:8])[NH:6][CH:7]=1. The yield is 1.00. (4) The reactants are [CH3:1][O-:2].[Na+].Br[C:5]1[CH:10]=[C:9]([Br:11])[N:8]=[C:7]([C:12]#[N:13])[C:6]=1[OH:14].O.S(=O)(=O)(O)O. The catalyst is CS(C)=O. The product is [Br:11][C:9]1[N:8]=[C:7]([C:12]#[N:13])[C:6]([OH:14])=[C:5]([O:2][CH3:1])[CH:10]=1. The yield is 0.837.